Task: Predict which catalyst facilitates the given reaction.. Dataset: Catalyst prediction with 721,799 reactions and 888 catalyst types from USPTO (1) Reactant: C(OO)(=[O:3])C.[N:6]1[CH:11]=[CH:10][CH:9]=[C:8]([CH2:12][C:13]#[N:14])[CH:7]=1.O. Product: [CH:10]1[CH:11]=[N+:6]([O-:3])[CH:7]=[C:8]([CH2:12][C:13]#[N:14])[CH:9]=1. The catalyst class is: 15. (2) Reactant: [F:1][C:2]1[CH:7]=[N:6][C:5]([C:8]2[CH:12]=[C:11]([C:13]([O:15]CC)=O)[N:10]([CH3:18])[N:9]=2)=[C:4]2[NH:19][CH:20]=[C:21]([C:22](=[O:42])[C:23](=[O:41])[N:24]3[CH2:29][CH2:28][N:27]([C:30]4[N:34]([C:35]5[CH:40]=[CH:39][CH:38]=[CH:37][CH:36]=5)[N:33]=[N:32][N:31]=4)[CH2:26][CH2:25]3)[C:3]=12.[CH3:43][N:44]([CH3:49])[CH2:45][CH2:46][CH2:47][NH2:48]. Product: [CH3:43][N:44]([CH3:49])[CH2:45][CH2:46][CH2:47][NH:48][C:13]([C:11]1[N:10]([CH3:18])[N:9]=[C:8]([C:5]2[N:6]=[CH:7][C:2]([F:1])=[C:3]3[C:21]([C:22](=[O:42])[C:23](=[O:41])[N:24]4[CH2:29][CH2:28][N:27]([C:30]5[N:34]([C:35]6[CH:36]=[CH:37][CH:38]=[CH:39][CH:40]=6)[N:33]=[N:32][N:31]=5)[CH2:26][CH2:25]4)=[CH:20][NH:19][C:4]=23)[CH:12]=1)=[O:15]. The catalyst class is: 3. (3) Reactant: CC1C=CC(S(O[CH2:12][CH:13]2[O:18][C:17]3[CH:19]=[C:20]([F:24])[CH:21]=[C:22]([F:23])[C:16]=3[O:15][CH2:14]2)(=O)=O)=CC=1.[CH2:25]([NH:27][CH2:28][CH3:29])[CH3:26]. Product: [F:23][C:22]1[C:16]2[O:15][CH2:14][CH:13]([CH2:12][N:27]([CH2:28][CH3:29])[CH2:25][CH3:26])[O:18][C:17]=2[CH:19]=[C:20]([F:24])[CH:21]=1. The catalyst class is: 10. (4) Reactant: [CH3:1][N:2]([CH2:4][CH2:5][OH:6])[CH3:3].[S:7]1[CH:11]=[CH:10][CH:9]=[C:8]1[CH2:12][NH:13][C:14]1[N:19]=[C:18]([NH:20][C:21]2[CH:26]=[CH:25][CH:24]=[C:23]([C:27]([F:30])([F:29])[F:28])[CH:22]=2)[N:17]=[C:16](Cl)[N:15]=1. Product: [CH3:1][N:2]([CH3:3])[CH2:4][CH2:5][O:6][C:16]1[N:15]=[C:14]([NH:13][CH2:12][C:8]2[S:7][CH:11]=[CH:10][CH:9]=2)[N:19]=[C:18]([NH:20][C:21]2[CH:26]=[CH:25][CH:24]=[C:23]([C:27]([F:29])([F:30])[F:28])[CH:22]=2)[N:17]=1. The catalyst class is: 1. (5) Reactant: [CH3:1][O:2][C:3](=[O:17])[C:4]1[CH:9]=[C:8]([S:10]([CH:13]([CH3:15])[CH3:14])(=[O:12])=[O:11])[N:7]=[C:6](Cl)[CH:5]=1.C1(P(C2C=CC=CC=2)C2C=CC3C(=CC=CC=3)C=2C2C3C(=CC=CC=3)C=CC=2P(C2C=CC=CC=2)C2C=CC=CC=2)C=CC=CC=1.C(=O)([O-])[O-].[Cs+].[Cs+].[C@@H:70]([NH2:74])([CH2:72][CH3:73])[CH3:71]. Product: [CH3:1][O:2][C:3](=[O:17])[C:4]1[CH:9]=[C:8]([S:10]([CH:13]([CH3:15])[CH3:14])(=[O:12])=[O:11])[N:7]=[C:6]([NH:74][C@H:70]([CH2:72][CH3:73])[CH3:71])[CH:5]=1. The catalyst class is: 487. (6) Reactant: C(OC([N:8]1[CH2:13][CH2:12][CH:11]([CH2:14][NH:15][C:16]2[C:21]([N+:22]([O-:24])=[O:23])=[CH:20][N:19]=[C:18]([NH:25][CH2:26][C:27]3[C:28]([CH3:41])=[C:29]([C:33]4[CH:38]=[CH:37][CH:36]=[C:35]([CH2:39][NH2:40])[CH:34]=4)[CH:30]=[CH:31][CH:32]=3)[N:17]=2)[CH2:10][CH2:9]1)=O)(C)(C)C.FC(F)(F)C(O)=O. Product: [NH2:40][CH2:39][C:35]1[CH:34]=[C:33]([C:29]2[CH:30]=[CH:31][CH:32]=[C:27]([CH2:26][NH:25][C:18]3[N:17]=[C:16]([NH:15][CH2:14][CH:11]4[CH2:12][CH2:13][NH:8][CH2:9][CH2:10]4)[C:21]([N+:22]([O-:24])=[O:23])=[CH:20][N:19]=3)[C:28]=2[CH3:41])[CH:38]=[CH:37][CH:36]=1. The catalyst class is: 4.